Dataset: NCI-60 drug combinations with 297,098 pairs across 59 cell lines. Task: Regression. Given two drug SMILES strings and cell line genomic features, predict the synergy score measuring deviation from expected non-interaction effect. (1) Drug 1: CCN(CC)CCCC(C)NC1=C2C=C(C=CC2=NC3=C1C=CC(=C3)Cl)OC. Drug 2: CCC1(C2=C(COC1=O)C(=O)N3CC4=CC5=C(C=CC(=C5CN(C)C)O)N=C4C3=C2)O.Cl. Cell line: MDA-MB-435. Synergy scores: CSS=35.9, Synergy_ZIP=-3.28, Synergy_Bliss=6.09, Synergy_Loewe=0.0630, Synergy_HSA=4.36. (2) Drug 1: CCCS(=O)(=O)NC1=C(C(=C(C=C1)F)C(=O)C2=CNC3=C2C=C(C=N3)C4=CC=C(C=C4)Cl)F. Drug 2: C1=NC(=NC(=O)N1C2C(C(C(O2)CO)O)O)N. Cell line: ACHN. Synergy scores: CSS=30.8, Synergy_ZIP=2.20, Synergy_Bliss=6.24, Synergy_Loewe=3.06, Synergy_HSA=7.59. (3) Drug 1: CN1C(=O)N2C=NC(=C2N=N1)C(=O)N. Drug 2: C1=CN(C=N1)CC(O)(P(=O)(O)O)P(=O)(O)O. Cell line: MDA-MB-231. Synergy scores: CSS=-1.02, Synergy_ZIP=0.142, Synergy_Bliss=-0.945, Synergy_Loewe=-2.57, Synergy_HSA=-2.15. (4) Drug 1: CN1CCC(CC1)COC2=C(C=C3C(=C2)N=CN=C3NC4=C(C=C(C=C4)Br)F)OC. Drug 2: CC1C(C(CC(O1)OC2CC(OC(C2O)C)OC3=CC4=CC5=C(C(=O)C(C(C5)C(C(=O)C(C(C)O)O)OC)OC6CC(C(C(O6)C)O)OC7CC(C(C(O7)C)O)OC8CC(C(C(O8)C)O)(C)O)C(=C4C(=C3C)O)O)O)O. Cell line: SF-268. Synergy scores: CSS=-1.71, Synergy_ZIP=3.99, Synergy_Bliss=6.29, Synergy_Loewe=3.07, Synergy_HSA=3.07. (5) Drug 1: CC1C(C(=O)NC(C(=O)N2CCCC2C(=O)N(CC(=O)N(C(C(=O)O1)C(C)C)C)C)C(C)C)NC(=O)C3=C4C(=C(C=C3)C)OC5=C(C(=O)C(=C(C5=N4)C(=O)NC6C(OC(=O)C(N(C(=O)CN(C(=O)C7CCCN7C(=O)C(NC6=O)C(C)C)C)C)C(C)C)C)N)C. Drug 2: C1=CN(C=N1)CC(O)(P(=O)(O)O)P(=O)(O)O. Cell line: PC-3. Synergy scores: CSS=8.51, Synergy_ZIP=-4.17, Synergy_Bliss=-3.84, Synergy_Loewe=-21.2, Synergy_HSA=-5.78. (6) Drug 1: CCCS(=O)(=O)NC1=C(C(=C(C=C1)F)C(=O)C2=CNC3=C2C=C(C=N3)C4=CC=C(C=C4)Cl)F. Drug 2: CC1=C(C(CCC1)(C)C)C=CC(=CC=CC(=CC(=O)O)C)C. Cell line: A498. Synergy scores: CSS=3.91, Synergy_ZIP=-1.71, Synergy_Bliss=-0.0576, Synergy_Loewe=0.641, Synergy_HSA=0.245. (7) Drug 1: C1CCN(CC1)CCOC2=CC=C(C=C2)C(=O)C3=C(SC4=C3C=CC(=C4)O)C5=CC=C(C=C5)O. Drug 2: C1C(C(OC1N2C=C(C(=O)NC2=O)F)CO)O. Cell line: SF-539. Synergy scores: CSS=45.8, Synergy_ZIP=0.203, Synergy_Bliss=-1.08, Synergy_Loewe=-20.8, Synergy_HSA=-0.131. (8) Drug 1: C1CN(CCN1C(=O)CCBr)C(=O)CCBr. Drug 2: C1CNP(=O)(OC1)N(CCCl)CCCl. Cell line: U251. Synergy scores: CSS=49.9, Synergy_ZIP=-1.12, Synergy_Bliss=-3.65, Synergy_Loewe=-31.5, Synergy_HSA=-1.31. (9) Drug 1: C1=CC(=CC=C1CC(C(=O)O)N)N(CCCl)CCCl.Cl. Drug 2: C1=NC2=C(N=C(N=C2N1C3C(C(C(O3)CO)O)F)Cl)N. Cell line: BT-549. Synergy scores: CSS=22.2, Synergy_ZIP=-6.24, Synergy_Bliss=-7.97, Synergy_Loewe=-20.5, Synergy_HSA=-6.74.